From a dataset of Reaction yield outcomes from USPTO patents with 853,638 reactions. Predict the reaction yield, written as a fraction of the theoretical maximum amount of product (1.0 means a 100% yield; for example, 0.34 means a 34% yield). The reactants are [C:1]([C:4]1[CH:5]=[C:6]([S:10]([NH:13][C:14]2[CH:43]=[CH:42][C:17]([CH2:18][C:19]3[N:20]([CH2:32][C:33]4[CH:41]=[CH:40][C:36]([C:37]([OH:39])=[O:38])=[CH:35][CH:34]=4)[CH:21]=[C:22]([C:24]4[CH:29]=[CH:28][C:27]([Cl:30])=[CH:26][C:25]=4[Cl:31])[N:23]=3)=[CH:16][CH:15]=2)(=[O:12])=[O:11])[CH:7]=[CH:8][CH:9]=1)(=[O:3])[CH3:2].[CH3:44]I. No catalyst specified. The product is [C:1]([C:4]1[CH:5]=[C:6]([S:10]([N:13]([CH3:44])[C:14]2[CH:43]=[CH:42][C:17]([CH2:18][C:19]3[N:20]([CH2:32][C:33]4[CH:34]=[CH:35][C:36]([C:37]([OH:39])=[O:38])=[CH:40][CH:41]=4)[CH:21]=[C:22]([C:24]4[CH:29]=[CH:28][C:27]([Cl:30])=[CH:26][C:25]=4[Cl:31])[N:23]=3)=[CH:16][CH:15]=2)(=[O:11])=[O:12])[CH:7]=[CH:8][CH:9]=1)(=[O:3])[CH3:2]. The yield is 0.420.